This data is from Forward reaction prediction with 1.9M reactions from USPTO patents (1976-2016). The task is: Predict the product of the given reaction. (1) Given the reactants [NH2:1][CH:2]([C:11]1[C:16]([O:17][CH3:18])=[CH:15][CH:14]=[CH:13][C:12]=1[O:19][CH3:20])[CH2:3][CH:4]([CH3:10])[C:5]([O:7]CC)=O.[C:21]1([C:27]2[S:28][CH:29]=[C:30]([CH:32]=O)[N:31]=2)[CH:26]=[CH:25][CH:24]=[CH:23][CH:22]=1, predict the reaction product. The product is: [CH3:18][O:17][C:16]1[CH:15]=[CH:14][CH:13]=[C:12]([O:19][CH3:20])[C:11]=1[CH:2]1[N:1]([CH2:32][C:30]2[N:31]=[C:27]([C:21]3[CH:22]=[CH:23][CH:24]=[CH:25][CH:26]=3)[S:28][CH:29]=2)[C:5](=[O:7])[CH:4]([CH3:10])[CH2:3]1. (2) The product is: [O:6]=[S:5]1(=[O:7])[CH2:4][CH2:3][CH2:2][N:9]1[CH2:10][CH2:11][CH2:12][CH2:13][N:14]1[C:22]2[C:21]([CH3:23])=[C:20]([CH3:24])[N:19]=[C:18]([NH2:25])[C:17]=2[N:16]=[C:15]1[CH2:26][CH2:27][CH3:28]. Given the reactants Cl[CH2:2][CH2:3][CH2:4][S:5](Cl)(=[O:7])=[O:6].[NH2:9][CH2:10][CH2:11][CH2:12][CH2:13][N:14]1[C:22]2[C:21]([CH3:23])=[C:20]([CH3:24])[N:19]=[C:18]([NH2:25])[C:17]=2[N:16]=[C:15]1[CH2:26][CH2:27][CH3:28].C(N(CC)CC)C.N12CCCN=C1CCCCC2, predict the reaction product. (3) Given the reactants [CH3:1][C:2]1[N:14]2[C:5]([C:6]3[CH:7]=[CH:8][CH:9]=[N:10][C:11]=3[CH:12]=[CH:13]2)=[N:4][C:3]=1[C:15](OC)=[O:16].CC(C[AlH]CC(C)C)C.[Cl-].[NH4+].C(=O)(O)[O-].[Na+], predict the reaction product. The product is: [CH3:1][C:2]1[N:14]2[C:5]([C:6]3[CH:7]=[CH:8][CH:9]=[N:10][C:11]=3[CH:12]=[CH:13]2)=[N:4][C:3]=1[CH2:15][OH:16]. (4) Given the reactants Cl[C:2]1[N:7]=[C:6](Cl)[CH:5]=[CH:4][N:3]=1.C(OC([N:16]([CH3:26])[C:17]1[CH:22]=[CH:21][C:20](B(O)O)=[CH:19][CH:18]=1)=O)(C)(C)C.[CH2:27]([N:29]([CH2:32][CH3:33])[CH2:30][CH3:31])[CH3:28].[OH2:34], predict the reaction product. The product is: [CH3:26][NH:16][C:17]1[CH:18]=[CH:19][C:20]([C:6]2[CH:5]=[CH:4][N:3]=[C:2]([NH:16][C:17]3[CH:18]=[CH:19][C:27]([N:29]4[CH2:32][CH2:33][O:34][CH2:31][CH2:30]4)=[CH:28][CH:22]=3)[N:7]=2)=[CH:21][CH:22]=1. (5) Given the reactants [Cl:1][C:2]1[CH:3]=[CH:4][C:5]([OH:12])=[C:6]([CH:11]=1)[C:7]([O:9][CH3:10])=[O:8].[N+:13]([O-])([OH:15])=[O:14], predict the reaction product. The product is: [Cl:1][C:2]1[CH:3]=[C:4]([N+:13]([O-:15])=[O:14])[C:5]([OH:12])=[C:6]([CH:11]=1)[C:7]([O:9][CH3:10])=[O:8]. (6) Given the reactants [Br:1][C:2]1[CH:10]=[CH:9][C:5]([C:6](O)=[O:7])=[C:4]([F:11])[CH:3]=1.C(Cl)(=O)C(Cl)=O.[CH2:18]([N:20](CC)CC)C.CN, predict the reaction product. The product is: [Br:1][C:2]1[CH:10]=[CH:9][C:5]([C:6]([NH:20][CH3:18])=[O:7])=[C:4]([F:11])[CH:3]=1. (7) Given the reactants C([O:3][C:4]([C:6]1[C:7]([C:12]2[CH:17]=[CH:16][N:15]=[CH:14][C:13]=2[F:18])=[N:8][O:9][C:10]=1[CH3:11])=[O:5])C.[OH-].[Na+].C(O)C, predict the reaction product. The product is: [F:18][C:13]1[CH:14]=[N:15][CH:16]=[CH:17][C:12]=1[C:7]1[C:6]([C:4]([OH:5])=[O:3])=[C:10]([CH3:11])[O:9][N:8]=1. (8) Given the reactants [Cl:1][C:2]1[CH:7]=[CH:6][CH:5]=[C:4]([CH2:8][N:9]2[CH2:14][CH2:13][NH:12][CH2:11][CH2:10]2)[C:3]=1[N:15]1[CH2:20][CH2:19][O:18][CH2:17][CH2:16]1.[C:21](=O)([O:30]N1C(=O)CCC1=O)[O:22][N:23]1[C:27](=[O:28])[CH2:26][CH2:25][C:24]1=[O:29].ClCCl.C(N(CC)C(C)C)(C)C, predict the reaction product. The product is: [Cl:1][C:2]1[C:3]([N:15]2[CH2:20][CH2:19][O:18][CH2:17][CH2:16]2)=[C:4]([CH2:8][N:9]2[CH2:14][CH2:13][N:12]([C:21]([O:22][N:23]3[C:27](=[O:28])[CH2:26][CH2:25][C:24]3=[O:29])=[O:30])[CH2:11][CH2:10]2)[CH:5]=[CH:6][CH:7]=1.